From a dataset of NCI-60 drug combinations with 297,098 pairs across 59 cell lines. Regression. Given two drug SMILES strings and cell line genomic features, predict the synergy score measuring deviation from expected non-interaction effect. (1) Drug 1: CNC(=O)C1=CC=CC=C1SC2=CC3=C(C=C2)C(=NN3)C=CC4=CC=CC=N4. Drug 2: C1CCN(CC1)CCOC2=CC=C(C=C2)C(=O)C3=C(SC4=C3C=CC(=C4)O)C5=CC=C(C=C5)O. Cell line: SR. Synergy scores: CSS=66.3, Synergy_ZIP=3.98, Synergy_Bliss=5.70, Synergy_Loewe=-17.8, Synergy_HSA=5.79. (2) Drug 1: CC(C)(C#N)C1=CC(=CC(=C1)CN2C=NC=N2)C(C)(C)C#N. Drug 2: C(CCl)NC(=O)N(CCCl)N=O. Cell line: CCRF-CEM. Synergy scores: CSS=-10.6, Synergy_ZIP=10.6, Synergy_Bliss=9.73, Synergy_Loewe=-10.5, Synergy_HSA=-9.79. (3) Drug 1: CC12CCC3C(C1CCC2=O)CC(=C)C4=CC(=O)C=CC34C. Drug 2: CC1C(C(CC(O1)OC2CC(CC3=C2C(=C4C(=C3O)C(=O)C5=C(C4=O)C(=CC=C5)OC)O)(C(=O)C)O)N)O.Cl. Cell line: SF-295. Synergy scores: CSS=63.3, Synergy_ZIP=12.3, Synergy_Bliss=13.3, Synergy_Loewe=9.11, Synergy_HSA=15.3. (4) Drug 1: CC1=C2C(C(=O)C3(C(CC4C(C3C(C(C2(C)C)(CC1OC(=O)C(C(C5=CC=CC=C5)NC(=O)OC(C)(C)C)O)O)OC(=O)C6=CC=CC=C6)(CO4)OC(=O)C)O)C)O. Drug 2: C1=NC(=NC(=O)N1C2C(C(C(O2)CO)O)O)N. Cell line: UACC-257. Synergy scores: CSS=7.58, Synergy_ZIP=-3.08, Synergy_Bliss=-1.79, Synergy_Loewe=-1.49, Synergy_HSA=-1.47. (5) Drug 1: CC1=C(C=C(C=C1)NC2=NC=CC(=N2)N(C)C3=CC4=NN(C(=C4C=C3)C)C)S(=O)(=O)N.Cl. Drug 2: CC1=CC=C(C=C1)C2=CC(=NN2C3=CC=C(C=C3)S(=O)(=O)N)C(F)(F)F. Cell line: TK-10. Synergy scores: CSS=8.69, Synergy_ZIP=6.21, Synergy_Bliss=9.63, Synergy_Loewe=8.21, Synergy_HSA=8.17. (6) Drug 1: CCCCCOC(=O)NC1=NC(=O)N(C=C1F)C2C(C(C(O2)C)O)O. Drug 2: C1=NC2=C(N=C(N=C2N1C3C(C(C(O3)CO)O)F)Cl)N. Cell line: U251. Synergy scores: CSS=0.561, Synergy_ZIP=-0.590, Synergy_Bliss=-2.68, Synergy_Loewe=-7.42, Synergy_HSA=-7.21. (7) Drug 1: CC1=CC=C(C=C1)C2=CC(=NN2C3=CC=C(C=C3)S(=O)(=O)N)C(F)(F)F. Drug 2: C1=NC2=C(N1)C(=S)N=CN2. Cell line: NCIH23. Synergy scores: CSS=32.6, Synergy_ZIP=-4.51, Synergy_Bliss=0.860, Synergy_Loewe=-17.4, Synergy_HSA=2.90. (8) Cell line: IGROV1. Synergy scores: CSS=-2.27, Synergy_ZIP=0.191, Synergy_Bliss=-1.84, Synergy_Loewe=-1.83, Synergy_HSA=-3.08. Drug 1: C1=CC=C(C(=C1)C(C2=CC=C(C=C2)Cl)C(Cl)Cl)Cl. Drug 2: CC1=C(C=C(C=C1)C(=O)NC2=CC(=CC(=C2)C(F)(F)F)N3C=C(N=C3)C)NC4=NC=CC(=N4)C5=CN=CC=C5. (9) Drug 1: CCN(CC)CCNC(=O)C1=C(NC(=C1C)C=C2C3=C(C=CC(=C3)F)NC2=O)C. Drug 2: CNC(=O)C1=NC=CC(=C1)OC2=CC=C(C=C2)NC(=O)NC3=CC(=C(C=C3)Cl)C(F)(F)F. Cell line: SK-OV-3. Synergy scores: CSS=59.5, Synergy_ZIP=6.68, Synergy_Bliss=6.46, Synergy_Loewe=-6.84, Synergy_HSA=7.87.